This data is from Forward reaction prediction with 1.9M reactions from USPTO patents (1976-2016). The task is: Predict the product of the given reaction. (1) Given the reactants C[O:2][C:3](=[O:16])[CH2:4][O:5][C:6]1[CH:11]=[CH:10][CH:9]=[C:8]([C:12]([F:15])([F:14])[F:13])[CH:7]=1.[OH-].[Na+], predict the reaction product. The product is: [F:13][C:12]([F:14])([F:15])[C:8]1[CH:7]=[C:6]([CH:11]=[CH:10][CH:9]=1)[O:5][CH2:4][C:3]([OH:16])=[O:2]. (2) Given the reactants [F:1][C:2]([F:13])([F:12])[CH:3]1[CH2:8][CH2:7][CH:6]([C:9](Cl)=[O:10])[CH2:5][CH2:4]1.[N+](=[CH2:16])=[N-].[ClH:17], predict the reaction product. The product is: [Cl:17][CH2:16][C:9]([CH:6]1[CH2:7][CH2:8][CH:3]([C:2]([F:13])([F:12])[F:1])[CH2:4][CH2:5]1)=[O:10].